This data is from HIV replication inhibition screening data with 41,000+ compounds from the AIDS Antiviral Screen. The task is: Binary Classification. Given a drug SMILES string, predict its activity (active/inactive) in a high-throughput screening assay against a specified biological target. The compound is COC1(C)C(=O)N2C1N(C(=O)OC(C)(C)C)CC2(C)C. The result is 0 (inactive).